Dataset: Forward reaction prediction with 1.9M reactions from USPTO patents (1976-2016). Task: Predict the product of the given reaction. Given the reactants [Cl:1][C:2]1[CH:3]=[CH:4][C:5]2[N:11](CC3C=CC(OC)=CC=3OC)[C:10](=[O:23])[CH:9]([CH2:24][C:25]3[O:26][C:27]([CH2:30][CH2:31][C:32]([O:34][CH3:35])=[O:33])=[CH:28][N:29]=3)[CH2:8][CH:7]([C:36]3[CH:41]=[CH:40][CH:39]=[C:38]([O:42][CH3:43])[C:37]=3[O:44][CH3:45])[C:6]=2[CH:46]=1.[N+]([O-])(O)=O.[N+]([O-])(O)=O.[N+]([O-])(O)=O.[N+]([O-])(O)=O.[N+]([O-])(O)=O.[N+]([O-])(O)=O.[Ce].C(=O)(O)[O-].[Na+].C(OCC)(=O)C, predict the reaction product. The product is: [Cl:1][C:2]1[CH:3]=[CH:4][C:5]2[NH:11][C:10](=[O:23])[CH:9]([CH2:24][C:25]3[O:26][C:27]([CH2:30][CH2:31][C:32]([O:34][CH3:35])=[O:33])=[CH:28][N:29]=3)[CH2:8][CH:7]([C:36]3[CH:41]=[CH:40][CH:39]=[C:38]([O:42][CH3:43])[C:37]=3[O:44][CH3:45])[C:6]=2[CH:46]=1.